From a dataset of Full USPTO retrosynthesis dataset with 1.9M reactions from patents (1976-2016). Predict the reactants needed to synthesize the given product. (1) The reactants are: [F:1][C:2]1[CH:7]=[CH:6][C:5]([C:8]2[C:17]3[C:12](=[CH:13][CH:14]=[C:15](OS(C(F)(F)F)(=O)=O)[CH:16]=3)[C:11](=[O:26])[N:10]([CH2:27][CH:28]([CH3:30])[CH3:29])[C:9]=2[CH2:31][NH:32][C:33](=[O:39])[O:34][C:35]([CH3:38])([CH3:37])[CH3:36])=[CH:4][CH:3]=1.[C:40]([O:44][CH2:45][CH2:46][CH2:47][CH3:48])(=[O:43])[CH:41]=[CH2:42].C(=O)([O-])O.[Na+].O. Given the product [C:35]([O:34][C:33]([NH:32][CH2:31][C:9]1[N:10]([CH2:27][CH:28]([CH3:30])[CH3:29])[C:11](=[O:26])[C:12]2[C:17]([C:8]=1[C:5]1[CH:6]=[CH:7][C:2]([F:1])=[CH:3][CH:4]=1)=[CH:16][C:15](/[CH:42]=[CH:41]/[C:40]([O:44][CH2:45][CH2:46][CH2:47][CH3:48])=[O:43])=[CH:14][CH:13]=2)=[O:39])([CH3:37])([CH3:36])[CH3:38], predict the reactants needed to synthesize it. (2) Given the product [F:8][C:6]1[CH:5]=[C:4]([C:9]2[N:13]=[C:12]([CH3:14])[N:11]([CH2:18][CH2:19][C:20]([NH:23][C:24](=[O:30])[O:25][C:26]([CH3:29])([CH3:28])[CH3:27])([CH3:22])[CH3:21])[N:10]=2)[CH:3]=[C:2]([F:1])[CH:7]=1, predict the reactants needed to synthesize it. The reactants are: [F:1][C:2]1[CH:3]=[C:4]([C:9]2[N:13]=[C:12]([CH3:14])[NH:11][N:10]=2)[CH:5]=[C:6]([F:8])[CH:7]=1.[H-].[Na+].Cl[CH2:18][CH2:19][C:20]([NH:23][C:24](=[O:30])[O:25][C:26]([CH3:29])([CH3:28])[CH3:27])([CH3:22])[CH3:21].